This data is from Full USPTO retrosynthesis dataset with 1.9M reactions from patents (1976-2016). The task is: Predict the reactants needed to synthesize the given product. (1) Given the product [NH2:1][C:2]1[C:11]([C:12]2[S:13][C:14]3[CH:20]=[CH:19][C:18]([NH:21][C:31]([NH:30][C:24]4[CH:25]=[CH:26][C:27]([F:29])=[CH:28][C:23]=4[F:22])=[O:32])=[CH:17][C:15]=3[CH:16]=2)=[CH:10][C:5]([C:6]([O:8][CH3:9])=[O:7])=[CH:4][N:3]=1, predict the reactants needed to synthesize it. The reactants are: [NH2:1][C:2]1[C:11]([C:12]2[S:13][C:14]3[CH:20]=[CH:19][C:18]([NH2:21])=[CH:17][C:15]=3[CH:16]=2)=[CH:10][C:5]([C:6]([O:8][CH3:9])=[O:7])=[CH:4][N:3]=1.[F:22][C:23]1[CH:28]=[C:27]([F:29])[CH:26]=[CH:25][C:24]=1[N:30]=[C:31]=[O:32]. (2) The reactants are: [CH3:1][CH:2]1[CH2:7][CH2:6][C:5](=O)[CH2:4][N:3]1[C:9]([O:11][CH2:12][C:13]1[CH:18]=[CH:17][CH:16]=[CH:15][CH:14]=1)=[O:10].[NH:19]([C:21]([O:23][C:24]([CH3:27])([CH3:26])[CH3:25])=[O:22])[NH2:20]. Given the product [C:24]([O:23][C:21]([NH:19][N:20]=[C:5]1[CH2:4][N:3]([C:9]([O:11][CH2:12][C:13]2[CH:18]=[CH:17][CH:16]=[CH:15][CH:14]=2)=[O:10])[CH:2]([CH3:1])[CH2:7][CH2:6]1)=[O:22])([CH3:27])([CH3:26])[CH3:25], predict the reactants needed to synthesize it. (3) Given the product [CH2:19]([O:1][C:2]1[CH:10]=[C:9]([O:11][CH2:4][C:3]2[CH:7]=[CH:8][CH:9]=[CH:10][CH:2]=2)[C:8]([Br:12])=[CH:7][C:3]=1[C:4]([OH:6])=[O:5])[C:20]1[CH:25]=[CH:24][CH:23]=[CH:22][CH:21]=1, predict the reactants needed to synthesize it. The reactants are: [OH:1][C:2]1[CH:10]=[C:9]([OH:11])[C:8]([Br:12])=[CH:7][C:3]=1[C:4]([OH:6])=[O:5].C(=O)([O-])[O-].[K+].[K+].[CH2:19](Br)[C:20]1[CH:25]=[CH:24][CH:23]=[CH:22][CH:21]=1.[OH-].[K+].Cl. (4) Given the product [I:1][C:2]1[CH:3]=[CH:4][C:5]([C:6]([C:34]2([O:42][C@H:41]([CH2:43][OH:44])[C@@H:39]([OH:40])[C@H:37]([OH:38])[C@H:35]2[NH2:36])[OH:33])=[O:8])=[CH:9][CH:10]=1, predict the reactants needed to synthesize it. The reactants are: [I:1][C:2]1[CH:10]=[CH:9][C:5]([C:6]([OH:8])=O)=[CH:4][CH:3]=1.FC1C(O)=C(F)C(F)=C(F)C=1F.C(N=C=NC(C)C)(C)C.Cl.[OH:33][CH:34]1[O:42][C@H:41]([CH2:43][OH:44])[C@@H:39]([OH:40])[C@H:37]([OH:38])[C@H:35]1[NH2:36].CCN(CC)CC.